From a dataset of Forward reaction prediction with 1.9M reactions from USPTO patents (1976-2016). Predict the product of the given reaction. The product is: [O:1]1[C:5]2[CH:6]=[CH:7][C:8]([CH2:10][CH2:11][C:12]([O:14][CH2:15][CH3:16])=[O:13])=[CH:9][C:4]=2[CH2:3][CH2:2]1.[C:12]([OH:14])(=[O:13])[CH3:11]. Given the reactants [O:1]1[C:5]2[CH:6]=[CH:7][C:8](/[CH:10]=[CH:11]/[C:12]([O:14][CH2:15][CH3:16])=[O:13])=[CH:9][C:4]=2[CH2:3][CH2:2]1.[H][H], predict the reaction product.